From a dataset of Full USPTO retrosynthesis dataset with 1.9M reactions from patents (1976-2016). Predict the reactants needed to synthesize the given product. Given the product [CH2:121]([N:86]1[C:87]([CH3:120])=[CH:88][C:89]([O:90][CH2:91][C:92]2[CH:119]=[CH:118][CH:117]=[CH:116][C:93]=2[CH2:94][NH:95][C:96]([NH:98][C:99]2[N:103]([C:104]3[CH:109]=[CH:108][CH:107]=[C:106]([O:110][CH3:111])[CH:105]=3)[N:102]=[C:101]([C:112]([CH3:113])([CH3:114])[CH3:115])[CH:100]=2)=[O:97])=[C:84]([Br:83])[C:85]1=[O:130])[C:122]1[CH:127]=[CH:126][CH:125]=[CH:124][CH:123]=1, predict the reactants needed to synthesize it. The reactants are: C(N1C(C)=CC(OCC2C=CC=CC=2CNC(NC2N(C3C=CC=C(F)C=3)N=C(C(C)(C)C)C=2)=O)=C(Br)C1=O)C1C=CC=CC=1.C(N(CC)CC)C.C(C1C=C(NC(=O)OC2C=CC([N+]([O-])=O)=CC=2)N(C2C=CC=C(OC)C=2)N=1)(C)(C)C.[Br:83][C:84]1[C:85](=[O:130])[N:86]([CH2:121][C:122]2[CH:127]=[CH:126][C:125](OC)=[CH:124][CH:123]=2)[C:87]([CH3:120])=[CH:88][C:89]=1[O:90][CH2:91][C:92]1[CH:119]=[CH:118][CH:117]=[CH:116][C:93]=1[CH2:94][NH:95][C:96]([NH:98][C:99]1[N:103]([C:104]2[CH:109]=[CH:108][CH:107]=[C:106]([O:110][CH3:111])[CH:105]=2)[N:102]=[C:101]([C:112]([CH3:115])([CH3:114])[CH3:113])[CH:100]=1)=[O:97].